Predict which catalyst facilitates the given reaction. From a dataset of Catalyst prediction with 721,799 reactions and 888 catalyst types from USPTO. Product: [C:18]([O:17][C:15]([NH:1][CH:2]([C:6]1[CH:11]=[CH:10][C:9]([CH3:12])=[CH:8][CH:7]=1)[C:3]([OH:5])=[O:4])=[O:16])([CH3:21])([CH3:20])[CH3:19]. Reactant: [NH2:1][CH:2]([C:6]1[CH:11]=[CH:10][C:9]([CH3:12])=[CH:8][CH:7]=1)[C:3]([OH:5])=[O:4].[OH-].[Na+].[C:15](O[C:15]([O:17][C:18]([CH3:21])([CH3:20])[CH3:19])=[O:16])([O:17][C:18]([CH3:21])([CH3:20])[CH3:19])=[O:16]. The catalyst class is: 12.